Dataset: Full USPTO retrosynthesis dataset with 1.9M reactions from patents (1976-2016). Task: Predict the reactants needed to synthesize the given product. (1) Given the product [C:28]1([CH:34]([C:40]2[CH:45]=[CH:44][CH:43]=[CH:42][CH:41]=2)[N:35]2[CH2:38][C:37](=[CH2:2])[CH2:36]2)[CH:33]=[CH:32][CH:31]=[CH:30][CH:29]=1, predict the reactants needed to synthesize it. The reactants are: [I-].[CH3:2][P+](C1C=CC=CC=1)(C1C=CC=CC=1)C1C=CC=CC=1.CC([O-])(C)C.[K+].[C:28]1([CH:34]([C:40]2[CH:45]=[CH:44][CH:43]=[CH:42][CH:41]=2)[N:35]2[CH2:38][C:37](=O)[CH2:36]2)[CH:33]=[CH:32][CH:31]=[CH:30][CH:29]=1. (2) Given the product [NH2:7][C@@H:8]1[CH2:13][CH2:12][C@H:11]([N:14]2[C:19](=[O:20])[C:18]3[CH:21]=[C:22]([F:25])[CH:23]=[N:24][C:17]=3[N:16]([C:26]3[CH:27]=[C:28]([C:32]4[CH:33]=[CH:34][C:35]([CH2:38][N:39]5[CH2:45][CH2:44][CH2:43][N:42]([CH3:46])[CH2:41][CH2:40]5)=[CH:36][CH:37]=4)[CH:29]=[CH:30][CH:31]=3)[C:15]2=[O:47])[CH2:10][CH2:9]1, predict the reactants needed to synthesize it. The reactants are: C(OC(=O)[NH:7][C@H:8]1[CH2:13][CH2:12][C@@H:11]([N:14]2[C:19](=[O:20])[C:18]3[CH:21]=[C:22]([F:25])[CH:23]=[N:24][C:17]=3[N:16]([C:26]3[CH:27]=[C:28]([C:32]4[CH:37]=[CH:36][C:35]([CH2:38][N:39]5[CH2:45][CH2:44][CH2:43][N:42]([CH3:46])[CH2:41][CH2:40]5)=[CH:34][CH:33]=4)[CH:29]=[CH:30][CH:31]=3)[C:15]2=[O:47])[CH2:10][CH2:9]1)(C)(C)C.Cl. (3) Given the product [Cl:26][C:16]1[N:11]2[N:10]=[C:9]([CH2:17][CH2:18][CH3:19])[C:8]([C:6]3[CH:5]=[CH:4][N:3]=[C:2]([F:1])[CH:7]=3)=[C:12]2[CH:13]=[CH:14][CH:15]=1, predict the reactants needed to synthesize it. The reactants are: [F:1][C:2]1[CH:7]=[C:6]([C:8]2[C:9]([CH2:17][CH2:18][CH3:19])=[N:10][N:11]3[CH:16]=[CH:15][CH:14]=[CH:13][C:12]=23)[CH:5]=[CH:4][N:3]=1.C([Li])CCC.C(Cl)(Cl)(Cl)[Cl:26]. (4) Given the product [CH3:22][S:23]([NH:26][C:27]1[CH:28]=[C:29]([C:3]2[CH:12]=[C:11]3[C:6]([CH:7]=[CH:8][CH:9]=[C:10]3[N:13]3[CH2:18][CH2:17][N:16]([CH3:19])[CH2:15][CH2:14]3)=[CH:5][CH:4]=2)[CH:30]=[CH:31][CH:32]=1)(=[O:25])=[O:24], predict the reactants needed to synthesize it. The reactants are: C[Sn](C)(C)[C:3]1[CH:12]=[C:11]2[C:6]([CH:7]=[CH:8][CH:9]=[C:10]2[N:13]2[CH2:18][CH2:17][N:16]([CH3:19])[CH2:15][CH2:14]2)=[CH:5][CH:4]=1.[CH3:22][S:23]([NH:26][C:27]1[CH:28]=[C:29](Br)[CH:30]=[CH:31][CH:32]=1)(=[O:25])=[O:24].C(N(CC)CC)C.[Cl-].[Li+]. (5) Given the product [Cl:49][C:37]1[CH:38]=[CH:39][C:40]([CH2:32][NH:8][C:9](=[O:10])[C:11]2[C:16]([CH3:17])=[CH:15][C:14]([N:18]3[CH2:19][CH2:20][O:21][CH2:22][CH2:23]3)=[CH:13][C:12]=2[C:56]2[CH2:60][CH2:59][CH2:58][CH:57]=2)=[CH:41][CH:42]=1, predict the reactants needed to synthesize it. The reactants are: ClC1C=CC([N:8]([CH3:32])[C:9]([C:11]2[C:16]([CH3:17])=[CH:15][C:14]([N:18]3[CH2:23][CH2:22][O:21][CH2:20][CH2:19]3)=[CH:13][C:12]=2OS(C(F)(F)F)(=O)=O)=[O:10])=CC=1.C([C:37]1[CH:42]=[C:41](C)[CH:40]=[C:39](C(C)(C)C)[C:38]=1O)(C)(C)C.[Cl-:49].[Li+].C([Sn](CCCC)(CCCC)[C:56]1[CH2:60][CH2:59][CH2:58][CH:57]=1)CCC.